From a dataset of Full USPTO retrosynthesis dataset with 1.9M reactions from patents (1976-2016). Predict the reactants needed to synthesize the given product. Given the product [ClH:58].[ClH:58].[NH2:48][C:12]1[NH:11][C:10](=[O:49])[C:9]2[NH:8][CH:17]([CH:18]([OH:47])[CH:19]([O:21][C:22](=[O:46])[CH2:23][CH2:24][CH:25]([NH2:38])[C:26](=[O:37])[NH:27][CH:28]([C:30]([OH:32])=[O:31])[CH3:29])[CH3:20])[CH2:16][NH:15][C:14]=2[N:13]=1, predict the reactants needed to synthesize it. The reactants are: C(OC([N:8]1[CH:17]([CH:18]([OH:47])[CH:19]([O:21][C:22](=[O:46])[CH2:23][CH2:24][CH:25]([NH:38]C(OC(C)(C)C)=O)[C:26](=[O:37])[NH:27][CH:28]([C:30]([O:32]C(C)(C)C)=[O:31])[CH3:29])[CH3:20])[CH2:16][NH:15][C:14]2[NH:13][C:12]([NH2:48])=[N:11][C:10](=[O:49])[C:9]1=2)=O)(C)(C)C.FC(F)(F)C(O)=O.C(Cl)[Cl:58].